This data is from Human liver microsome stability data. The task is: Regression/Classification. Given a drug SMILES string, predict its absorption, distribution, metabolism, or excretion properties. Task type varies by dataset: regression for continuous measurements (e.g., permeability, clearance, half-life) or binary classification for categorical outcomes (e.g., BBB penetration, CYP inhibition). Dataset: hlm. (1) The drug is NS(=O)(=O)c1ccc(C(F)(F)F)cc1. The result is 0 (unstable in human liver microsomes). (2) The molecule is O=C(N[C@@H](Cc1c[nH]c2ccccc12)C(=O)Nc1ccncc1)c1ccc(-c2ccccc2F)cc1F. The result is 1 (stable in human liver microsomes).